This data is from Full USPTO retrosynthesis dataset with 1.9M reactions from patents (1976-2016). The task is: Predict the reactants needed to synthesize the given product. Given the product [CH:1]([O:4][C:5]([N:7]1[CH2:12][CH2:11][CH:10]([O:13][N:14]=[C:15]2[CH2:20][CH2:19][N:18]([C:21]3[CH:26]=[C:25]([F:27])[C:24]([CH:28]4[S:33][CH2:32][CH2:31][CH2:30][S:29]4=[O:43])=[CH:23][C:22]=3[F:34])[CH2:17][CH2:16]2)[CH2:9][CH2:8]1)=[O:6])([CH3:3])[CH3:2], predict the reactants needed to synthesize it. The reactants are: [CH:1]([O:4][C:5]([N:7]1[CH2:12][CH2:11][CH:10]([O:13][N:14]=[C:15]2[CH2:20][CH2:19][N:18]([C:21]3[CH:26]=[C:25]([F:27])[C:24]([CH:28]4[S:33][CH2:32][CH2:31][CH2:30][S:29]4)=[CH:23][C:22]=3[F:34])[CH2:17][CH2:16]2)[CH2:9][CH2:8]1)=[O:6])([CH3:3])[CH3:2].C1C=C(Cl)C=C(C(OO)=[O:43])C=1.